This data is from Forward reaction prediction with 1.9M reactions from USPTO patents (1976-2016). The task is: Predict the product of the given reaction. (1) Given the reactants [Cl:1][C:2]1[CH:10]=[C:9]2[C:5]([CH:6]=[CH:7][NH:8]2)=[CH:4][CH:3]=1.[F:11][C:12]([F:23])([F:22])[C:13](O[C:13](=[O:14])[C:12]([F:23])([F:22])[F:11])=[O:14], predict the reaction product. The product is: [Cl:1][C:2]1[CH:10]=[C:9]2[C:5]([C:6]([C:13](=[O:14])[C:12]([F:23])([F:22])[F:11])=[CH:7][NH:8]2)=[CH:4][CH:3]=1. (2) Given the reactants [CH3:1][O:2][C:3]([C:5]1[CH:14]=[C:13]([OH:15])[C:12]2[C:7](=[C:8]([O:17][CH2:18][C:19]3[CH:24]=[CH:23][CH:22]=[CH:21][CH:20]=3)[CH:9]=[C:10](Br)[CH:11]=2)[N:6]=1)=[O:4].COC1C=CC(B(O)O)=CC=1.B1([C:42]2[CH:47]=[CH:46][CH:45]=[N:44][CH:43]=2)OCCCO1, predict the reaction product. The product is: [CH3:1][O:2][C:3]([C:5]1[CH:14]=[C:13]([OH:15])[C:12]2[C:7](=[C:8]([O:17][CH2:18][C:19]3[CH:24]=[CH:23][CH:22]=[CH:21][CH:20]=3)[CH:9]=[C:10]([C:42]3[CH:43]=[N:44][CH:45]=[CH:46][CH:47]=3)[CH:11]=2)[N:6]=1)=[O:4]. (3) Given the reactants Br[C:2]1[CH:7]=[CH:6][C:5]([C@H:8]([CH:16]2[CH2:21][CH2:20][CH2:19][CH2:18][CH2:17]2)[NH:9][S@:10]([C:12]([CH3:15])([CH3:14])[CH3:13])=[O:11])=[CH:4][CH:3]=1.BrC1C=CC(C(CC(C)([S@@](N)=O)C)C2CCCCC2)=CC=1.[CH3:43][PH:44]([O-])([O-:48])[O:45][CH2:46][CH3:47].CCN(CC)CC, predict the reaction product. The product is: [CH:16]1([C@H:8]([NH:9][S@:10]([C:12]([CH3:15])([CH3:14])[CH3:13])=[O:11])[C:5]2[CH:6]=[CH:7][C:2]([P:44]([CH3:43])(=[O:48])[O:45][CH2:46][CH3:47])=[CH:3][CH:4]=2)[CH2:21][CH2:20][CH2:19][CH2:18][CH2:17]1. (4) Given the reactants [Br:1][C:2]1[CH:10]=[CH:9][C:5]([C:6]([NH2:8])=[O:7])=[CH:4][CH:3]=1.[Cl:11][C:12]([Cl:16])([CH3:15])[CH:13]=O.[NH:17]1[C:21]2[CH:22]=[CH:23][CH:24]=[CH:25][C:20]=2[N:19]=[N:18]1.C1(C)C=CC(S(O)(=O)=O)=CC=1, predict the reaction product. The product is: [N:17]1([CH:13]([NH:8][C:6](=[O:7])[C:5]2[CH:9]=[CH:10][C:2]([Br:1])=[CH:3][CH:4]=2)[C:12]([Cl:16])([Cl:11])[CH3:15])[C:21]2[CH:22]=[CH:23][CH:24]=[CH:25][C:20]=2[N:19]=[N:18]1. (5) Given the reactants [CH:1]([C:3]1[O:7][C:6]([B:8]([OH:10])[OH:9])=[CH:5][CH:4]=1)=O.[CH3:11][NH:12][CH3:13], predict the reaction product. The product is: [CH3:11][N:12]([CH2:1][C:3]1[O:7][C:6]([B:8]([OH:10])[OH:9])=[CH:5][CH:4]=1)[CH3:13].